This data is from Catalyst prediction with 721,799 reactions and 888 catalyst types from USPTO. The task is: Predict which catalyst facilitates the given reaction. (1) Reactant: [O-]CC.[Na+].Cl.[CH2:6]([O:8][C:9](=[O:13])[CH2:10][NH:11][CH3:12])[CH3:7].C(O[C:17](=[C:20]([C:23]#[N:24])[C:21]#[N:22])[CH2:18][CH3:19])C.Cl. Product: [CH2:6]([O:8][C:9]([C:10]1[N:11]([CH3:12])[C:17]([CH2:18][CH3:19])=[C:20]([C:21]#[N:22])[C:23]=1[NH2:24])=[O:13])[CH3:7]. The catalyst class is: 8. (2) Reactant: [NH2:1][CH2:2][CH2:3][O:4][C@@H:5]([C:19]1[CH:24]=[CH:23][CH:22]=[C:21]([Cl:25])[CH:20]=1)[C@@H:6]1[CH2:11][CH2:10][CH2:9][N:8]([C:12]([O:14][C:15]([CH3:18])([CH3:17])[CH3:16])=[O:13])[CH2:7]1.CCN(CC)CC.Cl[C:34]([O:36][CH3:37])=[O:35]. Product: [Cl:25][C:21]1[CH:20]=[C:19]([C@H:5]([O:4][CH2:3][CH2:2][NH:1][C:34]([O:36][CH3:37])=[O:35])[C@@H:6]2[CH2:11][CH2:10][CH2:9][N:8]([C:12]([O:14][C:15]([CH3:18])([CH3:16])[CH3:17])=[O:13])[CH2:7]2)[CH:24]=[CH:23][CH:22]=1. The catalyst class is: 79. (3) Reactant: [Cl:1][C:2]1[CH:3]=[N:4][N:5]([C:7]2[CH:28]=[CH:27][C:10]([O:11][CH2:12][C@H:13]3[CH2:18][CH2:17][O:16][CH2:15][C@@H:14]3[NH:19]C(=O)OC(C)(C)C)=[C:9]([F:29])[CH:8]=2)[CH:6]=1. Product: [ClH:1].[Cl:1][C:2]1[CH:3]=[N:4][N:5]([C:7]2[CH:28]=[CH:27][C:10]([O:11][CH2:12][C@H:13]3[CH2:18][CH2:17][O:16][CH2:15][C@@H:14]3[NH2:19])=[C:9]([F:29])[CH:8]=2)[CH:6]=1. The catalyst class is: 818.